The task is: Predict which catalyst facilitates the given reaction.. This data is from Catalyst prediction with 721,799 reactions and 888 catalyst types from USPTO. Reactant: [CH3:1][N:2]1[C:11]2[C:6](=[CH:7][CH:8]=[C:9]([OH:12])[CH:10]=2)[CH2:5][CH2:4][CH2:3]1.[H-].[Na+].[F:15][C:16]1[CH:21]=[CH:20][CH:19]=[CH:18][C:17]=1[N:22]=[C:23]=[O:24]. Product: [F:15][C:16]1[CH:21]=[CH:20][CH:19]=[CH:18][C:17]=1[NH:22][C:23](=[O:24])[O:12][C:9]1[CH:10]=[C:11]2[C:6]([CH2:5][CH2:4][CH2:3][N:2]2[CH3:1])=[CH:7][CH:8]=1. The catalyst class is: 9.